From a dataset of Catalyst prediction with 721,799 reactions and 888 catalyst types from USPTO. Predict which catalyst facilitates the given reaction. (1) Reactant: I[C:2]1[CH:7]=[CH:6][C:5]([CH2:8][N:9]2[C:14]3[N:15]=[CH:16][CH:17]=[CH:18][C:13]=3[C:12]3=[N:19][N:20]([CH:23]4[CH2:28][CH2:27][CH2:26][O:25][CH2:24]4)[C:21](=[O:22])[C:11]3=[N:10]2)=[CH:4][CH:3]=1.[NH:29]1[CH:33]=[CH:32][CH:31]=[N:30]1.P([O-])([O-])([O-])=O.[K+].[K+].[K+].CN[C@@H]1CCCC[C@H]1NC.C(=O)(O)[O-].[Na+]. Product: [N:29]1([C:2]2[CH:7]=[CH:6][C:5]([CH2:8][N:9]3[C:14]4[N:15]=[CH:16][CH:17]=[CH:18][C:13]=4[C:12]4=[N:19][N:20]([CH:23]5[CH2:28][CH2:27][CH2:26][O:25][CH2:24]5)[C:21](=[O:22])[C:11]4=[N:10]3)=[CH:4][CH:3]=2)[CH:33]=[CH:32][CH:31]=[N:30]1. The catalyst class is: 590. (2) Reactant: [F:1][C:2]1[CH:10]=[CH:9][C:5]([C:6]([NH2:8])=[O:7])=[CH:4][CH:3]=1.Cl[C:12]([S:14]Cl)=[O:13]. Product: [F:1][C:2]1[CH:10]=[CH:9][C:5]([C:6]2[O:7][C:12](=[O:13])[S:14][N:8]=2)=[CH:4][CH:3]=1. The catalyst class is: 11. (3) Reactant: [N:1]1[CH:6]=[CH:5][CH:4]=[C:3]2[CH2:7][N:8]([CH2:10][CH2:11][C:12]3[N:24]=[C:23]4[N:14]([C:15]([NH2:26])=[N:16][C:17]5[C:22]4=[CH:21][CH:20]=[CH:19][C:18]=5[OH:25])[N:13]=3)[CH2:9][C:2]=12.CS(O[CH2:32][F:33])(=O)=O.C([O-])([O-])=O.[Cs+].[Cs+]. Product: [N:1]1[CH:6]=[CH:5][CH:4]=[C:3]2[CH2:7][N:8]([CH2:10][CH2:11][C:12]3[N:24]=[C:23]4[N:14]([C:15]([NH2:26])=[N:16][C:17]5[C:18]([O:25][CH2:32][F:33])=[CH:19][CH:20]=[CH:21][C:22]=54)[N:13]=3)[CH2:9][C:2]=12. The catalyst class is: 21.